Dataset: Catalyst prediction with 721,799 reactions and 888 catalyst types from USPTO. Task: Predict which catalyst facilitates the given reaction. (1) Reactant: [Cl:1][C:2]1[N:10]=[C:9]2[C:5]([N:6]([CH2:12][C@H:13]3[CH2:18][CH2:17][C@H:16]([CH3:19])[CH2:15][CH2:14]3)[C:7](Cl)=[N:8]2)=[C:4]([NH:20][CH2:21][C:22]2[CH:27]=[CH:26][C:25]([O:28][CH3:29])=[CH:24][C:23]=2[O:30][CH3:31])[N:3]=1.[C:32]1([C@@H:38]2[CH2:43][O:42][CH2:41][CH2:40][NH:39]2)[CH:37]=[CH:36][CH:35]=[CH:34][CH:33]=1.[F-].[K+].CCN(C(C)C)C(C)C. Product: [Cl:1][C:2]1[N:10]=[C:9]2[C:5]([N:6]([CH2:12][C@H:13]3[CH2:18][CH2:17][C@H:16]([CH3:19])[CH2:15][CH2:14]3)[C:7]([N:39]3[CH2:40][CH2:41][O:42][CH2:43][C@H:38]3[C:32]3[CH:37]=[CH:36][CH:35]=[CH:34][CH:33]=3)=[N:8]2)=[C:4]([NH:20][CH2:21][C:22]2[CH:27]=[CH:26][C:25]([O:28][CH3:29])=[CH:24][C:23]=2[O:30][CH3:31])[N:3]=1. The catalyst class is: 58. (2) Reactant: [CH3:1][O:2][C:3]([C:5]1[S:9][C:8]2[CH:10]=[C:11]([C:14](O)=[O:15])[CH:12]=[CH:13][C:7]=2[C:6]=1[O:17][CH2:18][C:19]([O:21][CH3:22])=[O:20])=[O:4].C(N1C=CN=C1)([N:25]1C=CN=C1)=O. Product: [CH3:1][O:2][C:3]([C:5]1[S:9][C:8]2[CH:10]=[C:11]([C:14](=[O:15])[NH2:25])[CH:12]=[CH:13][C:7]=2[C:6]=1[O:17][CH2:18][C:19]([O:21][CH3:22])=[O:20])=[O:4]. The catalyst class is: 7. (3) Reactant: [F:1][C:2]1[CH:3]=[C:4]([CH2:8][CH2:9][N:10]2[CH2:15][CH2:14][CH2:13][CH2:12][CH2:11]2)[CH:5]=[CH:6][CH:7]=1.[BH4-].[Na+].[OH2:18]. Product: [F:1][C:2]1[CH:3]=[C:4]([CH:8]([OH:18])[CH2:9][N:10]2[CH2:11][CH2:12][CH2:13][CH2:14][CH2:15]2)[CH:5]=[CH:6][CH:7]=1. The catalyst class is: 273. (4) Reactant: C(OC([N:8]1[C:16]2[C:11](=[CH:12][CH:13]=[C:14]([CH2:17][C:18]3[CH:23]=[CH:22][CH:21]=[CH:20][CH:19]=3)[CH:15]=2)[C:10]2([CH2:26][N:25]([C:27](=[O:29])[CH3:28])[CH2:24]2)[CH2:9]1)=O)(C)(C)C.[ClH:30]. Product: [ClH:30].[C:27]([N:25]1[CH2:24][C:10]2([C:11]3[C:16](=[CH:15][C:14]([CH2:17][C:18]4[CH:23]=[CH:22][CH:21]=[CH:20][CH:19]=4)=[CH:13][CH:12]=3)[NH:8][CH2:9]2)[CH2:26]1)(=[O:29])[CH3:28]. The catalyst class is: 25. (5) Reactant: [C:1]([N:5]1[CH2:8][CH:7]([OH:9])[CH2:6]1)([CH3:4])([CH3:3])[CH3:2].C(N(CC)CC)C.CS(OCl)(=O)=O.[Br:23][C:24]1[CH:25]=[CH:26][C:27]([O:31][CH2:32][C:33]2[CH:38]=[CH:37][CH:36]=[C:35]([F:39])[CH:34]=2)=[C:28](O)[CH:29]=1.C([O-])([O-])=O.[K+].[K+]. Product: [Br:23][C:24]1[CH:29]=[CH:28][C:27]([O:31][CH2:32][C:33]2[CH:38]=[CH:37][CH:36]=[C:35]([F:39])[CH:34]=2)=[C:26]([CH:25]=1)[O:9][CH:7]1[CH2:8][N:5]([C:1]([CH3:4])([CH3:3])[CH3:2])[CH2:6]1. The catalyst class is: 2. (6) Reactant: [CH2:1]([O:3][C:4]([C:6]1[NH:7][C:8]2[C:13]([C:14]=1[NH2:15])=[CH:12][CH:11]=[CH:10][CH:9]=2)=[O:5])[CH3:2].C(N(CC)CC)C.[C:23](Cl)(=[O:32])[C:24]1[CH:29]=[CH:28][C:27]([O:30][CH3:31])=[CH:26][CH:25]=1. Product: [CH2:1]([O:3][C:4]([C:6]1[NH:7][C:8]2[C:13]([C:14]=1[NH:15][C:23](=[O:32])[C:24]1[CH:29]=[CH:28][C:27]([O:30][CH3:31])=[CH:26][CH:25]=1)=[CH:12][CH:11]=[CH:10][CH:9]=2)=[O:5])[CH3:2]. The catalyst class is: 124. (7) Product: [Si:10]([O:11][CH2:12][C:13]#[C:14][C:19](=[O:20])[C:18]([F:25])([F:24])[F:17])([C:6]([CH3:8])([CH3:9])[CH3:7])([CH3:15])[CH3:16]. The catalyst class is: 11. Reactant: [Li]CCCC.[C:6]([Si:10]([CH3:16])([CH3:15])[O:11][CH2:12][C:13]#[CH:14])([CH3:9])([CH3:8])[CH3:7].[F:17][C:18]([F:25])([F:24])[C:19](OCC)=[O:20].C(O)(=O)CC(CC(O)=O)(C(O)=O)O. (8) Reactant: [CH3:1][O:2][C:3]1[CH:11]=[CH:10][C:6]([C:7]([OH:9])=O)=[CH:5][C:4]=1[C:12]#[C:13][C:14]1[CH:19]=[CH:18][CH:17]=[CH:16][N:15]=1.C1C=CC2N(O)N=NC=2C=1.C(Cl)CCl.[CH2:34]1[C:42]2[C:37](=[CH:38][CH:39]=[CH:40][CH:41]=2)[CH2:36][NH:35]1. Product: [CH3:1][O:2][C:3]1[CH:11]=[CH:10][C:6]([C:7]([N:35]2[CH2:36][C:37]3[C:42](=[CH:41][CH:40]=[CH:39][CH:38]=3)[CH2:34]2)=[O:9])=[CH:5][C:4]=1[C:12]#[C:13][C:14]1[CH:19]=[CH:18][CH:17]=[CH:16][N:15]=1. The catalyst class is: 2. (9) Reactant: Cl.[CH:2]1([N:5]2[CH2:10][C:9]3([CH2:15][CH2:14][NH:13][CH2:12][CH2:11]3)[O:8][CH2:7][C:6]2=[O:16])[CH2:4][CH2:3]1.[Br:17][C:18]1[CH:23]=[CH:22][C:21]([S:24](Cl)(=[O:26])=[O:25])=[CH:20][C:19]=1[O:28][CH3:29]. Product: [Br:17][C:18]1[CH:23]=[CH:22][C:21]([S:24]([N:13]2[CH2:12][CH2:11][C:9]3([O:8][CH2:7][C:6](=[O:16])[N:5]([CH:2]4[CH2:4][CH2:3]4)[CH2:10]3)[CH2:15][CH2:14]2)(=[O:26])=[O:25])=[CH:20][C:19]=1[O:28][CH3:29]. The catalyst class is: 4. (10) Reactant: [Cl:1][C:2]1[CH:3]=[C:4]([C:9]#[C:10][Si](C)(C)C)[C:5]([NH2:8])=[N:6][CH:7]=1.[F-].[K+]. Product: [Cl:1][C:2]1[CH:3]=[C:4]([C:9]#[CH:10])[C:5]([NH2:8])=[N:6][CH:7]=1. The catalyst class is: 5.